Dataset: Peptide-MHC class I binding affinity with 185,985 pairs from IEDB/IMGT. Task: Regression. Given a peptide amino acid sequence and an MHC pseudo amino acid sequence, predict their binding affinity value. This is MHC class I binding data. (1) The peptide sequence is SRARIKTRL. The MHC is HLA-A30:01 with pseudo-sequence HLA-A30:01. The binding affinity (normalized) is 0.0847. (2) The peptide sequence is RYEFTAPFI. The MHC is HLA-A26:01 with pseudo-sequence HLA-A26:01. The binding affinity (normalized) is 0.0847. (3) The peptide sequence is AVRQKSRWI. The MHC is HLA-B15:09 with pseudo-sequence HLA-B15:09. The binding affinity (normalized) is 0.0847.